This data is from Full USPTO retrosynthesis dataset with 1.9M reactions from patents (1976-2016). The task is: Predict the reactants needed to synthesize the given product. Given the product [C:29]([O:28][C:26](=[O:27])[NH:1][C:2]1[CH:7]=[C:6]([C:8]2[C:20]3[C:19]([CH3:21])=[C:18]([CH3:22])[S:17][C:16]=3[C:15]([Br:23])=[C:14]3[C:9]=2[CH:10]=[CH:11][CH:12]=[CH:13]3)[CH:5]=[C:4]([Br:24])[C:3]=1[OH:25])([CH3:32])([CH3:31])[CH3:30], predict the reactants needed to synthesize it. The reactants are: [NH2:1][C:2]1[CH:7]=[C:6]([C:8]2[C:20]3[C:19]([CH3:21])=[C:18]([CH3:22])[S:17][C:16]=3[C:15]([Br:23])=[C:14]3[C:9]=2[CH:10]=[CH:11][CH:12]=[CH:13]3)[CH:5]=[C:4]([Br:24])[C:3]=1[OH:25].[C:26](O[C:26]([O:28][C:29]([CH3:32])([CH3:31])[CH3:30])=[O:27])([O:28][C:29]([CH3:32])([CH3:31])[CH3:30])=[O:27].